Dataset: Reaction yield outcomes from USPTO patents with 853,638 reactions. Task: Predict the reaction yield, written as a fraction of the theoretical maximum amount of product (1.0 means a 100% yield; for example, 0.34 means a 34% yield). The reactants are [Br:1][C:2]1[CH:7]=[CH:6][C:5]([NH:8][C:9]2[C:10]([C:20]([OH:22])=O)=[CH:11][C:12]3[N:16](C)[CH:15]=[N:14][C:13]=3[C:18]=2[F:19])=[C:4]([Cl:23])[CH:3]=1.C1C=CC2N(O)N=[N:30][C:28]=2C=1.C(N(CC)CC)C.CN.CCN=C=NCCCN(C)C. The catalyst is CN(C)C=O.C(OCC)(=O)C.O. The product is [CH3:28][NH:30][C:20]([C:10]1[C:9]([NH:8][C:5]2[CH:6]=[CH:7][C:2]([Br:1])=[CH:3][C:4]=2[Cl:23])=[C:18]([F:19])[C:13]2[N:14]=[CH:15][NH:16][C:12]=2[CH:11]=1)=[O:22]. The yield is 0.420.